Dataset: Forward reaction prediction with 1.9M reactions from USPTO patents (1976-2016). Task: Predict the product of the given reaction. (1) Given the reactants [Cl:1][C:2]1[CH:17]=[CH:16][C:5]([O:6][C:7]2[CH:12]=[CH:11][C:10]([CH2:13][CH2:14][NH2:15])=[CH:9][CH:8]=2)=[CH:4][C:3]=1[C:18]([F:21])([F:20])[F:19].CS[C:24]1[NH:25][CH:26]=[C:27]([CH2:31][C:32]2[CH:37]=[CH:36][N:35]=[N:34][CH:33]=2)[C:28](=[O:30])[N:29]=1, predict the reaction product. The product is: [Cl:1][C:2]1[CH:17]=[CH:16][C:5]([O:6][C:7]2[CH:12]=[CH:11][C:10]([CH2:13][CH2:14][NH:15][C:24]3[NH:25][CH:26]=[C:27]([CH2:31][C:32]4[CH:37]=[CH:36][N:35]=[N:34][CH:33]=4)[C:28](=[O:30])[N:29]=3)=[CH:9][CH:8]=2)=[CH:4][C:3]=1[C:18]([F:19])([F:20])[F:21]. (2) Given the reactants N[C:2]1[S:3][CH:4]=[C:5]([C:7]([O:9][CH2:10][CH3:11])=[O:8])[N:6]=1.S(=O)(=O)(O)O.[Cl-:17].[Na+].N([O-])=O.[Na+], predict the reaction product. The product is: [Cl:17][C:2]1[S:3][CH:4]=[C:5]([C:7]([O:9][CH2:10][CH3:11])=[O:8])[N:6]=1. (3) Given the reactants [CH2:1]([O:3][C:4]([C:6]1[CH:11]=[C:10]([CH2:12][O:13][CH2:14][C:15]([F:18])([F:17])[F:16])[N:9]=[C:8]([NH:19][C:20]2[CH:25]=[CH:24][C:23]([C:26]3[CH:31]=[C:30]([CH3:32])[N:29]=[N:28][CH:27]=3)=[C:22]([O:33][CH3:34])[CH:21]=2)[N:7]=1)=C)[CH3:2].I([O-])(=O)(=O)=[O:36].[Na+].[Mn]([O-])(=O)(=O)=O.[K+].[K], predict the reaction product. The product is: [CH3:34][O:33][C:22]1[CH:21]=[C:20]([NH:19][C:8]2[N:7]=[C:6]([C:4]([O:3][CH2:1][CH3:2])=[O:36])[CH:11]=[C:10]([CH2:12][O:13][CH2:14][C:15]([F:18])([F:17])[F:16])[N:9]=2)[CH:25]=[CH:24][C:23]=1[C:26]1[CH:31]=[C:30]([CH3:32])[N:29]=[N:28][CH:27]=1. (4) Given the reactants [O:1]1[C:5]2[CH:6]=[CH:7][C:8]([C:10]3[CH:18]=[CH:17][C:13]([C:14]([NH2:16])=[O:15])=[C:12]([F:19])[CH:11]=3)=[CH:9][C:4]=2[CH:3]=[CH:2]1.[Li]CCCC.[B:25]([O-])([O-:27])[O-:26], predict the reaction product. The product is: [C:14]([C:13]1[CH:17]=[CH:18][C:10]([C:8]2[CH:7]=[CH:6][C:5]3[O:1][C:2]([B:25]([OH:27])[OH:26])=[CH:3][C:4]=3[CH:9]=2)=[CH:11][C:12]=1[F:19])(=[O:15])[NH2:16]. (5) Given the reactants [OH:1][C:2]1[CH:7]=[CH:6][C:5]([C:8]2[N:12]=[C:11]([CH2:13][N:14]3[CH2:19][CH2:18][CH2:17][C:16]([C:26]4[CH:31]=[CH:30][CH:29]=[CH:28][CH:27]=4)([C:20]4[CH:25]=[CH:24][CH:23]=[CH:22][CH:21]=4)[C:15]3=[O:32])[O:10][N:9]=2)=[CH:4][CH:3]=1.C(=O)([O-])[O-].[K+].[K+].Br[CH2:40][CH:41]([CH3:43])[CH3:42], predict the reaction product. The product is: [CH2:40]([O:1][C:2]1[CH:3]=[CH:4][C:5]([C:8]2[N:12]=[C:11]([CH2:13][N:14]3[CH2:19][CH2:18][CH2:17][C:16]([C:26]4[CH:27]=[CH:28][CH:29]=[CH:30][CH:31]=4)([C:20]4[CH:25]=[CH:24][CH:23]=[CH:22][CH:21]=4)[C:15]3=[O:32])[O:10][N:9]=2)=[CH:6][CH:7]=1)[CH:41]([CH3:43])[CH3:42]. (6) Given the reactants Br[C:2]1[CH:3]=[C:4]([N:8]([CH2:23][CH:24]([O:29][Si](C(C)(C)C)(C)C)[C:25]([F:28])([F:27])[F:26])[CH2:9][C:10]2[CH:15]=[CH:14][CH:13]=[C:12]([O:16][C:17]([F:22])([F:21])[CH:18]([F:20])[F:19])[CH:11]=2)[CH:5]=[CH:6][CH:7]=1.C(=O)([O-])[O-].[Cs+].[Cs+].[Cl:43][C:44]1[CH:49]=[CH:48][C:47]([OH:50])=[CH:46][C:45]=1[CH2:51][CH3:52].C1(C(O)=O)C2C(=CC=CC=2)C=CC=1, predict the reaction product. The product is: [Cl:43][C:44]1[CH:49]=[CH:48][C:47]([O:50][C:2]2[CH:3]=[C:4]([N:8]([CH2:9][C:10]3[CH:15]=[CH:14][CH:13]=[C:12]([O:16][C:17]([F:22])([F:21])[CH:18]([F:19])[F:20])[CH:11]=3)[CH2:23][CH:24]([OH:29])[C:25]([F:27])([F:26])[F:28])[CH:5]=[CH:6][CH:7]=2)=[CH:46][C:45]=1[CH2:51][CH3:52]. (7) The product is: [CH2:1]([C:3]1[C:4]([O:30][CH3:31])=[CH:5][C:6]([O:28][CH3:29])=[C:7]([N:9]2[C:10]3[CH:15]=[C:14]([O:16][C:17]4[CH:18]=[CH:19][CH:20]=[CH:21][CH:22]=4)[C:13]([C:23]([F:24])([F:25])[F:26])=[CH:12][C:11]=3[NH:27][C:32]2=[O:33])[CH:8]=1)[CH3:2]. Given the reactants [CH2:1]([C:3]1[C:4]([O:30][CH3:31])=[CH:5][C:6]([O:28][CH3:29])=[C:7]([NH:9][C:10]2[C:11]([NH2:27])=[CH:12][C:13]([C:23]([F:26])([F:25])[F:24])=[C:14]([O:16][C:17]3[CH:22]=[CH:21][CH:20]=[CH:19][CH:18]=3)[CH:15]=2)[CH:8]=1)[CH3:2].[C:32](Cl)(Cl)=[O:33].CCN(CC)CC.CCOC(C)=O.CCCCCC, predict the reaction product.